Dataset: Forward reaction prediction with 1.9M reactions from USPTO patents (1976-2016). Task: Predict the product of the given reaction. (1) Given the reactants Cl.[Cl:2][CH2:3][C:4]1[CH:5]=[C:6]([CH:8]=[CH:9][CH:10]=1)[NH2:7].C(N(CC)CC)C.[CH3:18][S:19](Cl)(=[O:21])=[O:20], predict the reaction product. The product is: [Cl:2][CH2:3][C:4]1[CH:5]=[C:6]([NH:7][S:19]([CH3:18])(=[O:21])=[O:20])[CH:8]=[CH:9][CH:10]=1. (2) Given the reactants [C:1]([O:5][C:6]([NH:8][C@H:9]1[CH2:13][CH2:12][C@H:11]([C:14]([OH:16])=O)[CH2:10]1)=[O:7])([CH3:4])([CH3:3])[CH3:2].C1C=CC2N(O)N=NC=2C=1.C(Cl)CCl.[CH3:31][C:32]1[CH:37]=[CH:36][C:35]([CH2:38][C:39]([NH:41][NH2:42])=[O:40])=[CH:34][CH:33]=1, predict the reaction product. The product is: [CH3:31][C:32]1[CH:33]=[CH:34][C:35]([CH2:38][C:39]([NH:41][NH:42][C:14]([C@H:11]2[CH2:12][CH2:13][C@H:9]([NH:8][C:6](=[O:7])[O:5][C:1]([CH3:2])([CH3:3])[CH3:4])[CH2:10]2)=[O:16])=[O:40])=[CH:36][CH:37]=1. (3) The product is: [F:1][C:2]1[CH:3]=[C:4](/[CH:9]=[CH:10]/[C:11]([N:13]2[CH2:19][CH2:18][C:17](=[O:20])[N:16]([CH2:22][CH:23]3[CH2:25][O:24]3)[CH2:15][CH2:14]2)=[O:12])[CH:5]=[CH:6][C:7]=1[F:8]. Given the reactants [F:1][C:2]1[CH:3]=[C:4](/[CH:9]=[CH:10]/[C:11]([N:13]2[CH2:19][CH2:18][C:17](=[O:20])[NH:16][CH2:15][CH2:14]2)=[O:12])[CH:5]=[CH:6][C:7]=1[F:8].Br[CH2:22][CH:23]1[CH2:25][O:24]1, predict the reaction product. (4) Given the reactants [Si]([O:18][CH2:19][CH2:20][NH:21][S:22]([C:25]1[CH:30]=[C:29]([N+:31]([O-:33])=[O:32])[CH:28]=[CH:27][C:26]=1[Cl:34])(=[O:24])=[O:23])(C(C)(C)C)(C1C=CC=CC=1)C1C=CC=CC=1.[F-].C([N+](CCCC)(CCCC)CCCC)CCC.C(OCC)(=O)C.CCCCCC, predict the reaction product. The product is: [Cl:34][C:26]1[CH:27]=[CH:28][C:29]([N+:31]([O-:33])=[O:32])=[CH:30][C:25]=1[S:22]([NH:21][CH2:20][CH2:19][OH:18])(=[O:24])=[O:23]. (5) Given the reactants [N+:1]([C:4]1[CH:9]=[CH:8][C:7]([N:10]2[CH2:15][CH2:14][NH:13][CH2:12][CH2:11]2)=[CH:6][CH:5]=1)([O-:3])=[O:2].Cl[CH2:17][C:18]([CH3:20])=[CH2:19].C(N(CC)CC)C, predict the reaction product. The product is: [CH3:19][C:18](=[CH2:17])[CH2:20][N:13]1[CH2:14][CH2:15][N:10]([C:7]2[CH:6]=[CH:5][C:4]([N+:1]([O-:3])=[O:2])=[CH:9][CH:8]=2)[CH2:11][CH2:12]1. (6) Given the reactants [Br:1][C:2]1[C:3]([CH3:13])=[N:4][C:5]2[C:10]([CH:11]=1)=[CH:9][CH:8]=[CH:7][C:6]=2[F:12].CC(O)=O.[Br:18]N1C(=O)CCC1=O, predict the reaction product. The product is: [Br:1][C:2]1[C:3]([CH2:13][Br:18])=[N:4][C:5]2[C:10]([CH:11]=1)=[CH:9][CH:8]=[CH:7][C:6]=2[F:12]. (7) Given the reactants O(P(O[C:18]1[C@H:24]([CH3:25])[C@@H:23]2[N:20]([C:21](=[O:29])[C@@H:22]2[C@H:26]([OH:28])[CH3:27])[C:19]=1[C:30]([O:32][CH2:33][C:34]1[CH:39]=[CH:38][C:37]([N+:40]([O-:42])=[O:41])=[CH:36][CH:35]=1)=[O:31])(OC1C=CC=CC=1)=O)C1C=CC=CC=1.[SH:43][C@H:44]1[CH2:48][CH2:47][N:46]([S:49]([NH2:52])(=[O:51])=[O:50])[CH2:45]1, predict the reaction product. The product is: [NH2:52][S:49]([N:46]1[CH2:47][CH2:48][C@H:44]([S:43][C:18]2[C@H:24]([CH3:25])[C@H:23]3[N:20]([C:21](=[O:29])[C@@H:22]3[C@H:26]([OH:28])[CH3:27])[C:19]=2[C:30]([O:32][CH2:33][C:34]2[CH:39]=[CH:38][C:37]([N+:40]([O-:42])=[O:41])=[CH:36][CH:35]=2)=[O:31])[CH2:45]1)(=[O:51])=[O:50]. (8) Given the reactants [N-:1]=[N+:2]=[N-:3].[Na+].[CH3:5][O:6][C:7]1[CH:29]=[CH:28][C:10]([CH2:11][C@H:12]([CH:25]([CH3:27])[CH3:26])[CH2:13][CH:14]([CH:16]2[O:20][C:19](=[O:21])[C@H:18]([CH:22]([CH3:24])[CH3:23])[CH2:17]2)Br)=[CH:9][C:8]=1[O:30][CH2:31][CH2:32][CH2:33][O:34][CH3:35].O.C(OCC)(=O)C, predict the reaction product. The product is: [CH3:5][O:6][C:7]1[CH:29]=[CH:28][C:10]([CH2:11][C@H:12]([CH:25]([CH3:26])[CH3:27])[CH2:13][CH:14]([CH:16]2[O:20][C:19](=[O:21])[C@H:18]([CH:22]([CH3:23])[CH3:24])[CH2:17]2)[N:1]=[N+:2]=[N-:3])=[CH:9][C:8]=1[O:30][CH2:31][CH2:32][CH2:33][O:34][CH3:35]. (9) Given the reactants [N+:1]([C:4]1[CH:5]=[C:6]([Br:13])[CH:7]=[C:8]([N+]([O-])=O)[CH:9]=1)([O-:3])=[O:2].[CH3:14][O-:15].[Na+], predict the reaction product. The product is: [Br:13][C:6]1[CH:5]=[C:4]([N+:1]([O-:3])=[O:2])[CH:9]=[C:8]([O:15][CH3:14])[CH:7]=1. (10) Given the reactants [NH2:1][C@H:2]([C:9]1[CH:14]=[CH:13][CH:12]=[CH:11][CH:10]=1)[CH2:3][C:4]([O:6][CH2:7]C)=[O:5].Cl.C(=O)(O)[O-].[Na+], predict the reaction product. The product is: [NH2:1][C@H:2]([C:9]1[CH:14]=[CH:13][CH:12]=[CH:11][CH:10]=1)[CH2:3][C:4]([O:6][CH3:7])=[O:5].